Task: Predict the reaction yield, written as a fraction of the theoretical maximum amount of product (1.0 means a 100% yield; for example, 0.34 means a 34% yield).. Dataset: Reaction yield outcomes from USPTO patents with 853,638 reactions (1) The reactants are [CH3:1][C@@H:2]1[CH2:6][N:5](C(OC(C)(C)C)=O)[C@H:4]([C:14]2[NH:18][C:17]3[C:19]4[C:24]([CH:25]=[CH:26][C:16]=3[N:15]=2)=[CH:23][C:22]2[C:27]3[C:32]([CH2:33][O:34][C:21]=2[CH:20]=4)=[CH:31][C:30](B2OC(C)(C)C(C)(C)O2)=[CH:29][CH:28]=3)[CH2:3]1.I[C:45]1[NH:49][C:48]([C@@H:50]2[CH2:54][C@H:53]([CH3:55])[CH2:52][N:51]2[C:56]([O:58][C:59]([CH3:62])([CH3:61])[CH3:60])=[O:57])=[N:47][CH:46]=1.[C:63]([O-:66])([O-:65])=O.[K+].[K+]. The catalyst is COCCOC.C1C=CC([P]([Pd]([P](C2C=CC=CC=2)(C2C=CC=CC=2)C2C=CC=CC=2)([P](C2C=CC=CC=2)(C2C=CC=CC=2)C2C=CC=CC=2)[P](C2C=CC=CC=2)(C2C=CC=CC=2)C2C=CC=CC=2)(C2C=CC=CC=2)C2C=CC=CC=2)=CC=1.C1C=CC(P(C2C=CC=CC=2)[C-]2C=CC=C2)=CC=1.C1C=CC(P(C2C=CC=CC=2)[C-]2C=CC=C2)=CC=1.Cl[Pd]Cl.[Fe+2]. The product is [C:2]([O:65][C:63]([N:5]1[CH2:6][C@@H:2]([CH3:1])[CH2:3][C@H:4]1[C:14]1[NH:18][C:17]2[C:19]3[C:24]([CH:25]=[CH:26][C:16]=2[N:15]=1)=[CH:23][C:22]1[C:27]2[C:32]([CH2:33][O:34][C:21]=1[CH:20]=3)=[CH:31][C:30]([C:45]1[NH:49][C:48]([C@@H:50]3[CH2:54][C@H:53]([CH3:55])[CH2:52][N:51]3[C:56]([O:58][C:59]([CH3:62])([CH3:61])[CH3:60])=[O:57])=[N:47][CH:46]=1)=[CH:29][CH:28]=2)=[O:66])([CH3:6])([CH3:3])[CH3:1]. The yield is 0.500. (2) The reactants are [NH2:1][C:2]1[C:3]2[C:13]([O:14][CH2:15][C:16]([NH:19][C:20](=[O:34])[C:21]3[CH:26]=[CH:25][N:24]=[C:23]([N:27]4[CH:31]=[C:30]([CH:32]=[O:33])[N:29]=[CH:28]4)[CH:22]=3)([CH3:18])[CH3:17])=[CH:12][CH:11]=[CH:10][C:4]=2[NH:5][S:6](=[O:9])(=[O:8])[N:7]=1.[BH4-].[Na+]. The catalyst is CO. The product is [NH2:1][C:2]1[C:3]2[C:13]([O:14][CH2:15][C:16]([NH:19][C:20](=[O:34])[C:21]3[CH:26]=[CH:25][N:24]=[C:23]([N:27]4[CH:31]=[C:30]([CH2:32][OH:33])[N:29]=[CH:28]4)[CH:22]=3)([CH3:17])[CH3:18])=[CH:12][CH:11]=[CH:10][C:4]=2[NH:5][S:6](=[O:8])(=[O:9])[N:7]=1. The yield is 0.350.